Task: Predict the reactants needed to synthesize the given product.. Dataset: Full USPTO retrosynthesis dataset with 1.9M reactions from patents (1976-2016) (1) Given the product [N:1]1[CH:6]=[CH:5][CH:4]=[CH:3][C:2]=1[N:7]1[CH2:13][C:12]2[CH:14]=[C:15]([CH:18]=[C:24]3[S:20][C:21](=[O:26])[NH:22][C:23]3=[O:25])[CH:16]=[CH:17][C:11]=2[O:10][CH2:9][CH2:8]1, predict the reactants needed to synthesize it. The reactants are: [N:1]1[CH:6]=[CH:5][CH:4]=[CH:3][C:2]=1[N:7]1[CH2:13][C:12]2[CH:14]=[C:15]([CH:18]=O)[CH:16]=[CH:17][C:11]=2[O:10][CH2:9][CH2:8]1.[S:20]1[CH2:24][C:23](=[O:25])[NH:22][C:21]1=[O:26].C([O-])(=O)C.[NH2+]1CCCCC1. (2) Given the product [CH2:2]([O:9][C:8]([C@:3]1([CH3:2])[CH2:7][CH2:6][CH2:5][NH:4]1)=[O:10])[CH2:3][CH2:7][CH3:6], predict the reactants needed to synthesize it. The reactants are: Cl.[CH3:2][C@@:3]1([C:8]([OH:10])=[O:9])[CH2:7][CH2:6][CH2:5][NH:4]1. (3) Given the product [Br:35][C:27]1[S:26][C:25]([C:29]([O:31][CH3:32])=[O:30])=[C:24]([NH:23][C:21](=[O:22])[C:20]([F:19])([F:33])[F:34])[CH:28]=1, predict the reactants needed to synthesize it. The reactants are: CC(NC(C)C)C.C([Li])CCC.CCCCCC.[F:19][C:20]([F:34])([F:33])[C:21]([NH:23][C:24]1[CH:28]=[CH:27][S:26][C:25]=1[C:29]([O:31][CH3:32])=[O:30])=[O:22].[Br:35]CCBr.C([O-])(O)=O.[Na+]. (4) The reactants are: [CH3:1][NH:2][S:3]([C:6]1[CH:11]=[CH:10][CH:9]=[C:8]([N+:12]([O-])=O)[CH:7]=1)(=[O:5])=[O:4]. Given the product [CH3:1][NH:2][S:3]([C:6]1[CH:11]=[CH:10][CH:9]=[C:8]([NH2:12])[CH:7]=1)(=[O:4])=[O:5], predict the reactants needed to synthesize it. (5) Given the product [F:1][C:2]1[C:9]([O:10][CH2:11][CH2:12][F:13])=[CH:8][CH:7]=[C:6]([F:14])[C:3]=1[C:4]1[N:35]=[C:33]2[CH:32]=[CH:31][CH:30]=[C:29]([O:28][CH3:27])[N:34]2[C:16]=1[NH:15][C:17]1[CH:26]=[CH:25][C:20]2[O:21][CH2:22][CH2:23][O:24][C:19]=2[CH:18]=1, predict the reactants needed to synthesize it. The reactants are: [F:1][C:2]1[C:9]([O:10][CH2:11][CH2:12][F:13])=[CH:8][CH:7]=[C:6]([F:14])[C:3]=1[CH:4]=O.[N+:15]([C:17]1[CH:26]=[CH:25][C:20]2[O:21][CH2:22][CH2:23][O:24][C:19]=2[CH:18]=1)#[C-:16].[CH3:27][O:28][C:29]1[N:34]=[C:33]([NH2:35])[CH:32]=[CH:31][CH:30]=1.[Br-].C([N+]1C=CN(C)C=1)CCC. (6) The reactants are: [CH3:1][C:2]([C:12]1[C:20]2[O:19][CH2:18][CH2:17][C:16]=2[CH:15]=[C:14]([S:21]([CH3:24])(=[O:23])=[O:22])[CH:13]=1)([CH3:11])[CH2:3][C:4]1([C:7]([F:10])([F:9])[F:8])[CH2:6][O:5]1.[CH3:25][C:26]1[CH:27]=[N:28][CH:29]=[C:30]([CH3:33])[C:31]=1[OH:32].[O-]CC.[Na+]. Given the product [OH:5][C:4]([C:7]([F:10])([F:8])[F:9])([CH2:3][C:2]([C:12]1[C:20]2[O:19][CH2:18][CH2:17][C:16]=2[CH:15]=[C:14]([S:21]([CH3:24])(=[O:23])=[O:22])[CH:13]=1)([CH3:1])[CH3:11])[CH2:6][N:28]1[CH:29]=[C:30]([CH3:33])[C:31](=[O:32])[C:26]([CH3:25])=[CH:27]1, predict the reactants needed to synthesize it. (7) Given the product [CH3:20][N:21]([CH3:23])[CH:22]=[C:9]([C:10]1[CH:15]=[CH:14][N:13]=[C:12]([F:16])[CH:11]=1)[C:8]([C:5]1[CH:4]=[CH:3][C:2]([F:1])=[CH:7][CH:6]=1)=[O:17], predict the reactants needed to synthesize it. The reactants are: [F:1][C:2]1[CH:7]=[CH:6][C:5]([C:8](=[O:17])[CH2:9][C:10]2[CH:15]=[CH:14][N:13]=[C:12]([F:16])[CH:11]=2)=[CH:4][CH:3]=1.CO[CH:20](OC)[N:21]([CH3:23])[CH3:22]. (8) Given the product [N:25]([C:21]1[CH:20]=[C:19]([O:18][CH3:17])[N:24]=[CH:23][N:22]=1)=[C:1]=[S:2], predict the reactants needed to synthesize it. The reactants are: [C:1](N1C=CC=CC1=O)(N1C=CC=CC1=O)=[S:2].[CH3:17][O:18][C:19]1[N:24]=[CH:23][N:22]=[C:21]([NH2:25])[CH:20]=1.